From a dataset of Full USPTO retrosynthesis dataset with 1.9M reactions from patents (1976-2016). Predict the reactants needed to synthesize the given product. (1) Given the product [NH2:7][CH2:8][C:9]1([C:16]2[CH:21]=[CH:20][CH:19]=[C:18]([Cl:22])[CH:17]=2)[CH2:14][CH2:13][C:12]([O:15][S:44]([C:47]([F:50])([F:49])[F:48])(=[O:46])=[O:45])=[CH:11][CH2:10]1, predict the reactants needed to synthesize it. The reactants are: C(OC(=O)[NH:7][CH2:8][C:9]1([C:16]2[CH:21]=[CH:20][CH:19]=[C:18]([Cl:22])[CH:17]=2)[CH2:14][CH2:13][C:12](=[O:15])[CH2:11][CH2:10]1)(C)(C)C.[Li+].CC([N-]C(C)C)C.C1COCC1.CCCCCC.[N-]([S:44]([C:47]([F:50])([F:49])[F:48])(=[O:46])=[O:45])[S:44]([C:47]([F:50])([F:49])[F:48])(=[O:46])=[O:45]. (2) Given the product [NH2:31][C:26]1[N:27]=[C:28]([O:3][C:4]2[C:5]([CH3:13])=[CH:6][C:7]([C:8]#[N:9])=[CH:10][C:11]=2[CH3:12])[C:29]2[N:21]([CH2:14][C:15]3[CH:16]=[CH:17][CH:18]=[CH:19][CH:20]=3)[CH:22]=[CH:23][C:24]=2[N:25]=1, predict the reactants needed to synthesize it. The reactants are: [H-].[Na+].[OH:3][C:4]1[C:11]([CH3:12])=[CH:10][C:7]([C:8]#[N:9])=[CH:6][C:5]=1[CH3:13].[CH2:14]([N:21]1[C:29]2[C:28](Cl)=[N:27][C:26]([NH2:31])=[N:25][C:24]=2[CH:23]=[CH:22]1)[C:15]1[CH:20]=[CH:19][CH:18]=[CH:17][CH:16]=1. (3) Given the product [CH3:39][N:21]([CH3:20])[C:22]([C:24]1[CH:25]=[C:26]([CH:30]=[C:31]([C:35]([F:36])([F:38])[F:37])[C:32]=1[O:33][CH3:34])[C:27]([N:3]1[C:4]2[CH:9]=[CH:8][CH:7]=[CH:6][C:5]=2[S:1][CH2:2]1)=[O:28])=[O:23], predict the reactants needed to synthesize it. The reactants are: [S:1]1[C:5]2[CH:6]=[CH:7][CH:8]=[CH:9][C:4]=2[NH:3][CH2:2]1.NC1C=CC=CC=1S.C=O.[CH3:20][N:21]([CH3:39])[C:22]([C:24]1[CH:25]=[C:26]([CH:30]=[C:31]([C:35]([F:38])([F:37])[F:36])[C:32]=1[O:33][CH3:34])[C:27](Cl)=[O:28])=[O:23]. (4) Given the product [Cl:29][C:26]1[CH:25]=[CH:24][C:23]([O:22][CH:19]2[CH2:18][CH2:17][N:16]([C:14](=[O:15])[CH2:13][NH:1][C:2]3[CH:11]=[CH:10][C:5]4[NH:6][C:7](=[O:9])[NH:8][C:4]=4[CH:3]=3)[CH2:21][CH2:20]2)=[CH:28][CH:27]=1, predict the reactants needed to synthesize it. The reactants are: [NH2:1][C:2]1[CH:11]=[CH:10][C:5]2[NH:6][C:7](=[O:9])[NH:8][C:4]=2[CH:3]=1.Cl[CH2:13][C:14]([N:16]1[CH2:21][CH2:20][CH:19]([O:22][C:23]2[CH:28]=[CH:27][C:26]([Cl:29])=[CH:25][CH:24]=2)[CH2:18][CH2:17]1)=[O:15]. (5) Given the product [CH:21]12[NH:23][CH:18]([CH2:19][CH2:20]1)[CH2:17][CH:16]([N:6]1[C:5]3[CH:4]=[CH:3][C:2]([Br:1])=[CH:15][C:14]=3[S:13][C:12]3[C:7]1=[CH:8][CH:9]=[CH:10][CH:11]=3)[CH2:22]2, predict the reactants needed to synthesize it. The reactants are: [Br:1][C:2]1[CH:3]=[CH:4][C:5]2[N:6]([CH:16]3[CH2:22][CH:21]4[N:23](C)[CH:18]([CH2:19][CH2:20]4)[CH2:17]3)[C:7]3[C:12]([S:13][C:14]=2[CH:15]=1)=[CH:11][CH:10]=[CH:9][CH:8]=3.ClC(OC(Cl)C)=O.C(N(C(C)C)CC)(C)C. (6) Given the product [CH3:32][S:29]([N:18]1[C:19]2[C:24](=[CH:23][C:22]([C:25]([F:27])([F:28])[F:26])=[CH:21][CH:20]=2)[C:16]([NH:15][CH2:14][C:13]([NH:12][CH:10]2[CH2:11][N:8]([CH:45]3[CH2:46][CH2:47][CH:42]([C:39]4[CH:40]=[N:41][C:36]([O:35][CH3:34])=[CH:37][CH:38]=4)[CH2:43][CH2:44]3)[CH2:9]2)=[O:33])=[N:17]1)(=[O:31])=[O:30], predict the reactants needed to synthesize it. The reactants are: OC(C(F)(F)F)=O.[NH:8]1[CH2:11][CH:10]([NH:12][C:13](=[O:33])[CH2:14][NH:15][C:16]2[C:24]3[C:19](=[CH:20][CH:21]=[C:22]([C:25]([F:28])([F:27])[F:26])[CH:23]=3)[N:18]([S:29]([CH3:32])(=[O:31])=[O:30])[N:17]=2)[CH2:9]1.[CH3:34][O:35][C:36]1[N:41]=[CH:40][C:39]([CH:42]2[CH2:47][CH2:46][C:45](=O)[CH2:44][CH2:43]2)=[CH:38][CH:37]=1. (7) Given the product [F:1][C:2]([F:13])([CH3:12])[CH2:3][CH:4]([CH2:8][C:9](=[O:11])[CH3:10])[C:5]([O-:7])=[O:6].[Na+:15], predict the reactants needed to synthesize it. The reactants are: [F:1][C:2]([F:13])([CH3:12])[CH2:3][CH:4]([CH2:8][C:9](=[O:11])[CH3:10])[C:5]([OH:7])=[O:6].[OH-].[Na+:15]. (8) Given the product [CH2:14]([O:13][C:11]([C:9]([CH3:10])([CH2:8][CH2:7][CH2:6][CH2:5][C:4](=[O:3])[CH2:21][CH2:22][CH2:23][CH2:24][C:25]([C:27]([O:29][CH2:30][CH3:31])=[O:28])([CH3:26])[C:32]([OH:34])=[O:33])[C:16]([OH:18])=[O:17])=[O:12])[CH3:15], predict the reactants needed to synthesize it. The reactants are: [OH-].[K+].[O:3]=[C:4]([CH2:21][CH2:22][CH2:23][CH2:24][C:25]([C:32]([O:34]CC)=[O:33])([C:27]([O:29][CH2:30][CH3:31])=[O:28])[CH3:26])[CH2:5][CH2:6][CH2:7][CH2:8][C:9]([C:16]([O:18]CC)=[O:17])([C:11]([O:13][CH2:14][CH3:15])=[O:12])[CH3:10]. (9) Given the product [OH:1][CH2:2][C:3]([NH:5][CH2:6][C@@H:7]1[CH2:8][N:9]([C:16]2[CH:17]=[C:18]([C:20]3[C:21]([CH3:39])=[N:22][CH:23]=[C:24]([NH:26][C:27](=[O:38])[C:28]4[CH:33]=[CH:32][CH:31]=[C:30]([C:34]([F:35])([F:36])[F:37])[CH:29]=4)[CH:25]=3)[CH:19]=[CH:14][N:15]=2)[CH2:10][CH2:11][O:12]1)=[O:4], predict the reactants needed to synthesize it. The reactants are: [OH:1][CH2:2][C:3]([NH:5][CH2:6][C@H:7]1[O:12][CH2:11][CH2:10][NH:9][CH2:8]1)=[O:4].F[C:14]1[CH:19]=[C:18]([C:20]2[C:21]([CH3:39])=[N:22][CH:23]=[C:24]([NH:26][C:27](=[O:38])[C:28]3[CH:33]=[CH:32][CH:31]=[C:30]([C:34]([F:37])([F:36])[F:35])[CH:29]=3)[CH:25]=2)[CH:17]=[CH:16][N:15]=1.C(=O)([O-])[O-].[K+].[K+].